Dataset: Reaction yield outcomes from USPTO patents with 853,638 reactions. Task: Predict the reaction yield, written as a fraction of the theoretical maximum amount of product (1.0 means a 100% yield; for example, 0.34 means a 34% yield). (1) The reactants are [H-].[Na+].[CH3:3][NH:4][C:5]([C:7]1[CH:8]=[C:9]2[C:13](=[CH:14][CH:15]=1)[NH:12][C:11](=[O:16])[CH2:10]2)=[O:6].Cl[C:18]1[C:27]2[C:22](=[CH:23][C:24]([O:28][CH2:29][CH2:30][CH2:31][N:32]3[CH2:37][CH2:36][O:35][CH2:34][CH2:33]3)=[CH:25][CH:26]=2)[N:21]=[CH:20][N:19]=1.Cl. The catalyst is CN(C)C=O.C(OCC)C. The product is [CH3:3][NH:4][C:5]([C:7]1[CH:8]=[C:9]2[C:13](=[CH:14][CH:15]=1)[NH:12][C:11](=[O:16])[CH:10]2[C:18]1[C:27]2[C:22](=[CH:23][C:24]([O:28][CH2:29][CH2:30][CH2:31][N:32]3[CH2:37][CH2:36][O:35][CH2:34][CH2:33]3)=[CH:25][CH:26]=2)[N:21]=[CH:20][N:19]=1)=[O:6]. The yield is 0.410. (2) The reactants are [Cl:1][C:2]1[N:3]=[C:4](Cl)[C:5]2[CH2:10][CH2:9][CH:8]([C:11]3[CH:16]=[CH:15][C:14]([F:17])=[CH:13][CH:12]=3)[C:6]=2[N:7]=1.[CH3:19][CH:20]1[CH2:24][CH2:23][CH2:22][NH:21]1. The catalyst is CO. The product is [Cl:1][C:2]1[N:3]=[C:4]([N:21]2[CH2:22][CH2:23][CH2:24][CH:20]2[CH3:19])[C:5]2[CH2:10][CH2:9][CH:8]([C:11]3[CH:16]=[CH:15][C:14]([F:17])=[CH:13][CH:12]=3)[C:6]=2[N:7]=1. The yield is 0.339. (3) The reactants are [CH:1]([C:3]1[CH:4]=[C:5]([CH:9]=[CH:10][CH:11]=1)[C:6]([OH:8])=[O:7])=[O:2].S(=O)(=O)(O)O.[Br:17]N1C(=O)CCC1=O. No catalyst specified. The product is [Br:17][C:10]1[CH:9]=[C:5]([CH:4]=[C:3]([CH:1]=[O:2])[CH:11]=1)[C:6]([OH:8])=[O:7]. The yield is 0.766. (4) The yield is 0.940. The catalyst is CN(C)C=O.C(OCC)(=O)C. The reactants are [NH2:1][C:2]1[CH:3]=[C:4]([CH:23]=[CH:24][CH:25]=1)[O:5][C:6]1[CH:20]=[CH:19][C:9]2[N:10]=[C:11]([NH:13][C:14]([CH:16]3[CH2:18][CH2:17]3)=[O:15])[S:12][C:8]=2[C:7]=1[C:21]#[N:22].[N:26]([C:29]1[CH:34]=[CH:33][C:32]([C:35]([F:38])([F:37])[F:36])=[CH:31][CH:30]=1)=[C:27]=[O:28]. The product is [C:21]([C:7]1[C:8]2[S:12][C:11]([NH:13][C:14]([CH:16]3[CH2:18][CH2:17]3)=[O:15])=[N:10][C:9]=2[CH:19]=[CH:20][C:6]=1[O:5][C:4]1[CH:23]=[CH:24][CH:25]=[C:2]([NH:1][C:27](=[O:28])[NH:26][C:29]2[CH:34]=[CH:33][C:32]([C:35]([F:36])([F:38])[F:37])=[CH:31][CH:30]=2)[CH:3]=1)#[N:22]. (5) The reactants are [CH3:1][C:2]1[NH:6][N:5]=[C:4]([NH2:7])[CH:3]=1.Br[C:9]1[C:10](=[O:17])[N:11]([CH3:16])[CH:12]=[C:13]([Br:15])[CH:14]=1.C(=O)([O-])[O-].[Cs+].[Cs+].CC1(C)C2C(=C(P(C3C=CC=CC=3)C3C=CC=CC=3)C=CC=2)OC2C(P(C3C=CC=CC=3)C3C=CC=CC=3)=CC=CC1=2. The catalyst is C1C=CC(/C=C/C(/C=C/C2C=CC=CC=2)=O)=CC=1.C1C=CC(/C=C/C(/C=C/C2C=CC=CC=2)=O)=CC=1.C1C=CC(/C=C/C(/C=C/C2C=CC=CC=2)=O)=CC=1.[Pd].[Pd].O1CCOCC1. The product is [Br:15][C:13]1[CH:14]=[C:9]([NH:7][C:4]2[CH:3]=[C:2]([CH3:1])[NH:6][N:5]=2)[C:10](=[O:17])[N:11]([CH3:16])[CH:12]=1. The yield is 0.350. (6) The reactants are [F:1][C:2]([F:27])([F:26])[C:3]1[CH:25]=[CH:24][C:6]([CH2:7][O:8][N:9]=[C:10]([C:13]2[CH:23]=[CH:22][C:16]([O:17][CH2:18][C:19]([OH:21])=O)=[CH:15][CH:14]=2)[CH2:11][CH3:12])=[CH:5][CH:4]=1.[O:28]1[CH2:33][CH2:32][CH:31]([CH2:34][NH2:35])[CH2:30][CH2:29]1.CCN=C=NCCCN(C)C.Cl. The catalyst is CN(C=O)C.CN(C1C=CN=CC=1)C.C1C=CC2N(O)N=NC=2C=1. The product is [O:28]1[CH2:33][CH2:32][CH:31]([CH2:34][NH:35][C:19](=[O:21])[CH2:18][O:17][C:16]2[CH:15]=[CH:14][C:13]([C:10](=[N:9][O:8][CH2:7][C:6]3[CH:5]=[CH:4][C:3]([C:2]([F:26])([F:1])[F:27])=[CH:25][CH:24]=3)[CH2:11][CH3:12])=[CH:23][CH:22]=2)[CH2:30][CH2:29]1. The yield is 0.570. (7) The reactants are [OH:1][C:2]1[CH:11]=[C:10]2[C:5]([C:6]([CH3:13])=[CH:7][C:8](=[O:12])[O:9]2)=[CH:4][CH:3]=1. The yield is 1.00. The product is [OH:1][C:2]1[CH:11]=[C:10]2[C:5]([CH:6]([CH3:13])[CH2:7][C:8](=[O:12])[O:9]2)=[CH:4][CH:3]=1. The catalyst is C(O)(=O)C.[Pd]. (8) The reactants are P([O:13][CH2:14][C@H:15]1[CH2:19][CH2:18][CH2:17][N:16]1[CH2:20][CH2:21][CH2:22][O:23][C:24]1[CH:33]=[C:32]2[C:27]([C:28]([NH:34][C:35]3[CH:39]=[C:38]([CH2:40][C:41]([NH:43][C:44]4[CH:49]=[C:48]([F:50])[CH:47]=[C:46]([F:51])[CH:45]=4)=[O:42])[NH:37][N:36]=3)=[N:29][CH:30]=[N:31]2)=[CH:26][C:25]=1[O:52][CH3:53])(OC(C)(C)C)(OC(C)(C)C)=O.N1CCC[C@@H]1CO. The product is [F:50][C:48]1[CH:49]=[C:44]([NH:43][C:41](=[O:42])[CH2:40][C:38]2[NH:37][N:36]=[C:35]([NH:34][C:28]3[C:27]4[C:32](=[CH:33][C:24]([O:23][CH2:22][CH2:21][CH2:20][N:16]5[CH2:17][CH2:18][CH2:19][C@@H:15]5[CH2:14][OH:13])=[C:25]([O:52][CH3:53])[CH:26]=4)[N:31]=[CH:30][N:29]=3)[CH:39]=2)[CH:45]=[C:46]([F:51])[CH:47]=1. The yield is 0.570. No catalyst specified.